This data is from Reaction yield outcomes from USPTO patents with 853,638 reactions. The task is: Predict the reaction yield, written as a fraction of the theoretical maximum amount of product (1.0 means a 100% yield; for example, 0.34 means a 34% yield). (1) The reactants are I[C:2]1[CH:7]=[CH:6][C:5]([S:8]([N:11]([CH3:13])[CH3:12])(=[O:10])=[O:9])=[CH:4][CH:3]=1.[F:14][C:15]([F:26])([F:25])[C:16]1[C:24]2[CH2:23][CH2:22][CH2:21][CH2:20][C:19]=2[NH:18][N:17]=1.N[C@@H]1CCCC[C@H]1N.C(=O)([O-])[O-].[K+].[K+]. The catalyst is O1CCOCC1.[Cu]I. The product is [CH3:12][N:11]([CH3:13])[S:8]([C:5]1[CH:6]=[CH:7][C:2]([N:18]2[C:19]3[CH2:20][CH2:21][CH2:22][CH2:23][C:24]=3[C:16]([C:15]([F:14])([F:26])[F:25])=[N:17]2)=[CH:3][CH:4]=1)(=[O:10])=[O:9]. The yield is 0.350. (2) The reactants are [Cl:1][C:2]1[C:3]([F:46])=[C:4]([C@@H:8]2[C@@:28]3([C:32]4[CH:33]=[N:34][C:35]([CH3:37])=[CH:36][C:31]=4[N:30](CO)[C:29]3=[O:40])[C@H:27]([CH2:41][C:42]([CH3:45])([CH3:44])[CH3:43])[N:10]3[CH2:11][N:12]([C:15]4[CH:24]=[CH:23][C:18]([C:19]([O:21]C)=[O:20])=[CH:17][C:16]=4[O:25][CH3:26])[C:13](=[O:14])[C@@H:9]23)[CH:5]=[CH:6][CH:7]=1.CCO.[OH-].[Na+].Cl. The catalyst is CCOC(C)=O. The product is [Cl:1][C:2]1[C:3]([F:46])=[C:4]([C@@H:8]2[C@@:28]3([C:32]4[CH:33]=[N:34][C:35]([CH3:37])=[CH:36][C:31]=4[NH:30][C:29]3=[O:40])[C@H:27]([CH2:41][C:42]([CH3:44])([CH3:43])[CH3:45])[N:10]3[CH2:11][N:12]([C:15]4[CH:24]=[CH:23][C:18]([C:19]([OH:21])=[O:20])=[CH:17][C:16]=4[O:25][CH3:26])[C:13](=[O:14])[C@@H:9]23)[CH:5]=[CH:6][CH:7]=1. The yield is 0.790. (3) The reactants are [Br:1][C:2]1[CH:7]=[CH:6][C:5]([CH:8]2[CH:13]([CH2:14][O:15][CH3:16])[CH2:12][N:11](C(OC(C)(C)C)=O)[CH:10](OC)[CH:9]2[C:26]2[CH:35]=[CH:34][C:33]3[C:28](=[CH:29][CH:30]=[CH:31][CH:32]=3)[CH:27]=2)=[CH:4][CH:3]=1.[ClH:36].[CH3:37][OH:38]. The catalyst is C(Cl)Cl. The product is [ClH:36].[Br:1][C:2]1[CH:3]=[CH:4][C:5]([CH:8]2[CH:13]([CH2:14][O:15][CH3:16])[CH2:12][N:11]([O:38][CH3:37])[CH2:10][CH:9]2[C:26]2[CH:35]=[CH:34][C:33]3[C:28](=[CH:29][CH:30]=[CH:31][CH:32]=3)[CH:27]=2)=[CH:6][CH:7]=1. The yield is 0.980.